From a dataset of Forward reaction prediction with 1.9M reactions from USPTO patents (1976-2016). Predict the product of the given reaction. (1) Given the reactants [O:1]1[C:5]2([CH2:10][CH2:9][CH:8]([CH:11]3[CH2:16][CH2:15][C:14](=[O:17])[CH2:13][CH2:12]3)[CH2:7][CH2:6]2)[O:4][CH2:3][CH2:2]1.C[Si](C)(C)[C:20]([F:23])([F:22])[F:21].[F-].C([N+](CCCC)(CCCC)CCCC)CCC.Cl, predict the reaction product. The product is: [O:1]1[C:5]2([CH2:6][CH2:7][CH:8]([CH:11]3[CH2:16][CH2:15][C:14]([C:20]([F:23])([F:22])[F:21])([OH:17])[CH2:13][CH2:12]3)[CH2:9][CH2:10]2)[O:4][CH2:3][CH2:2]1. (2) Given the reactants O[C@@H:2]([CH2:18][CH2:19][N:20]1[C:25](=[O:26])[CH:24]=[N:23][C:22]2[CH:27]=[CH:28][C:29]([O:31]C)=[N:30][C:21]1=2)[CH2:3][N:4]1[CH2:9][CH2:8][CH:7]([NH:10][C:11](=[O:17])[O:12][C:13]([CH3:16])([CH3:15])[CH3:14])[CH2:6][CH2:5]1.C(N(C(C)C)CC)(C)C.CS(OS(C)(=O)=O)(=O)=O, predict the reaction product. The product is: [O:26]=[C:25]1[N:20]2[C:21]3[N:30]([C@H:2]([CH2:3][N:4]4[CH2:9][CH2:8][CH:7]([NH:10][C:11](=[O:17])[O:12][C:13]([CH3:16])([CH3:15])[CH3:14])[CH2:6][CH2:5]4)[CH2:18][CH2:19]2)[C:29](=[O:31])[CH:28]=[CH:27][C:22]=3[N:23]=[CH:24]1. (3) Given the reactants [CH3:1][C:2]1([CH3:13])[C:10]2[C:5](=[CH:6][CH:7]=[C:8]([CH3:11])[CH:9]=2)[C:4](=O)[CH2:3]1.[C:14]([CH2:22][C:23]#[N:24])(=[O:21])[C:15]1[CH:20]=[CH:19][CH:18]=[CH:17][CH:16]=1, predict the reaction product. The product is: [CH3:1][C:2]1([CH3:13])[C:10]2[C:5](=[CH:6][CH:7]=[C:8]([CH3:11])[CH:9]=2)[C:4](=[C:22]([C:14]([C:15]2[CH:20]=[CH:19][CH:18]=[CH:17][CH:16]=2)=[O:21])[C:23]#[N:24])[CH2:3]1. (4) Given the reactants [CH3:1][C:2]1[NH:3][C:4]2[C:9]([CH:10]=1)=[CH:8][C:7]([NH2:11])=[CH:6][CH:5]=2.Cl[C:13]1[CH:18]=[CH:17][N:16]=[C:15]2[CH:19]=[C:20]([C:22]3[S:23][C:24]([C:28]([OH:31])([CH3:30])[CH3:29])=[C:25]([CH3:27])[N:26]=3)[S:21][C:14]=12, predict the reaction product. The product is: [CH3:27][C:25]1[N:26]=[C:22]([C:20]2[S:21][C:14]3[C:15](=[N:16][CH:17]=[CH:18][C:13]=3[NH:11][C:7]3[CH:8]=[C:9]4[C:4](=[CH:5][CH:6]=3)[NH:3][C:2]([CH3:1])=[CH:10]4)[CH:19]=2)[S:23][C:24]=1[C:28]([OH:31])([CH3:30])[CH3:29]. (5) Given the reactants [Cl:1][C:2]1[CH:7]=[CH:6][CH:5]=[CH:4][C:3]=1[CH:8]1[CH2:19][C:18]2[N:17]([CH2:20][CH2:21][O:22][CH2:23][CH2:24][O:25][CH2:26][CH3:27])[C:16]([CH:28]=[O:29])=[CH:15][C:14]=2[CH:13]2[CH:9]1[C:10](=[O:31])[NH:11][C:12]2=[O:30], predict the reaction product. The product is: [Cl:1][C:2]1[CH:7]=[CH:6][CH:5]=[CH:4][C:3]=1[C:8]1[CH:19]=[C:18]2[C:14]([CH:15]=[C:16]([CH:28]=[O:29])[N:17]2[CH2:20][CH2:21][O:22][CH2:23][CH2:24][O:25][CH2:26][CH3:27])=[C:13]2[C:9]=1[C:10](=[O:31])[NH:11][C:12]2=[O:30]. (6) Given the reactants [C:1]([C:4]1[CH:5]=[C:6]([CH:17]=[CH:18][CH:19]=1)[O:7][C:8]1[CH:13]=[CH:12][C:11]([N+:14]([O-])=O)=[CH:10][CH:9]=1)([OH:3])=[O:2], predict the reaction product. The product is: [C:1]([C:4]1[CH:5]=[C:6]([CH:17]=[CH:18][CH:19]=1)[O:7][C:8]1[CH:13]=[CH:12][C:11]([NH2:14])=[CH:10][CH:9]=1)([OH:3])=[O:2]. (7) Given the reactants [C:1]([O:5][C:6]([N:8]([C:13]1[CH:14]=[C:15]2[C:19](=[CH:20][CH:21]=1)[N:18]([CH2:22][C:23]([O:25]C)=[O:24])[CH:17]=[CH:16]2)[S:9]([CH3:12])(=[O:11])=[O:10])=[O:7])([CH3:4])([CH3:3])[CH3:2].C1COCC1.[OH-].[Li+], predict the reaction product. The product is: [C:1]([O:5][C:6]([N:8]([C:13]1[CH:14]=[C:15]2[C:19](=[CH:20][CH:21]=1)[N:18]([CH2:22][C:23]([OH:25])=[O:24])[CH:17]=[CH:16]2)[S:9]([CH3:12])(=[O:11])=[O:10])=[O:7])([CH3:4])([CH3:2])[CH3:3]. (8) Given the reactants [CH2:1]([O:8][C:9](=[O:19])[NH:10][C:11]1[C:12](=[O:18])[NH:13][CH:14]=[C:15]([I:17])[CH:16]=1)[C:2]1[CH:7]=[CH:6][CH:5]=[CH:4][CH:3]=1.I[CH3:21], predict the reaction product. The product is: [CH2:1]([O:8][C:9](=[O:19])[NH:10][C:11]1[C:12]([O:18][CH3:21])=[N:13][CH:14]=[C:15]([I:17])[CH:16]=1)[C:2]1[CH:7]=[CH:6][CH:5]=[CH:4][CH:3]=1.